From a dataset of Peptide-MHC class I binding affinity with 185,985 pairs from IEDB/IMGT. Regression. Given a peptide amino acid sequence and an MHC pseudo amino acid sequence, predict their binding affinity value. This is MHC class I binding data. (1) The peptide sequence is AVFDRKSDAK. The MHC is HLA-A02:03 with pseudo-sequence HLA-A02:03. The binding affinity (normalized) is 0. (2) The peptide sequence is ASTPESANL. The MHC is Mamu-A02 with pseudo-sequence Mamu-A02. The binding affinity (normalized) is 0.380.